Dataset: CYP2C19 inhibition data for predicting drug metabolism from PubChem BioAssay. Task: Regression/Classification. Given a drug SMILES string, predict its absorption, distribution, metabolism, or excretion properties. Task type varies by dataset: regression for continuous measurements (e.g., permeability, clearance, half-life) or binary classification for categorical outcomes (e.g., BBB penetration, CYP inhibition). Dataset: cyp2c19_veith. (1) The compound is CN(C)c1ccnc(-c2ccccc2C(F)(F)F)n1. The result is 0 (non-inhibitor). (2) The drug is CN1CC[C@@]2(CCCN(C(=O)c3cccn3C)C2)C1. The result is 0 (non-inhibitor). (3) The drug is O=C(Cc1ccccc1)N[C@@H](Cc1ccccc1)c1nc2ccccc2[nH]1. The result is 1 (inhibitor). (4) The molecule is Oc1cccc2ccc(SSc3ccc4cccc(O)c4n3)nc12. The result is 1 (inhibitor). (5) The molecule is CC(=O)Nc1cccc(NC(=O)C2CCCN2C(=O)Nc2ccccc2C)c1. The result is 0 (non-inhibitor). (6) The molecule is CCOC(C(=O)OCCCN(CC)CC)(c1ccccc1)c1ccccc1.Cl. The result is 0 (non-inhibitor). (7) The compound is CCN(CC)CCC[C@H](C)Nc1c2ccc(Cl)cc2nc2ccc(OC)cc12. The result is 0 (non-inhibitor).